This data is from CYP3A4 substrate classification data from Carbon-Mangels et al.. The task is: Regression/Classification. Given a drug SMILES string, predict its absorption, distribution, metabolism, or excretion properties. Task type varies by dataset: regression for continuous measurements (e.g., permeability, clearance, half-life) or binary classification for categorical outcomes (e.g., BBB penetration, CYP inhibition). Dataset: cyp3a4_substrate_carbonmangels. (1) The molecule is COc1ccc(-c2nc3cc(C4=NNC(=O)C[C@H]4C)ccc3[nH]2)cc1. The result is 1 (substrate). (2) The drug is O=C(O)c1ccc(OCCn2ccnc2)cc1. The result is 0 (non-substrate). (3) The compound is C(=C/c1ccccc1)\CN1CCN(C(c2ccccc2)c2ccccc2)CC1. The result is 0 (non-substrate). (4) The drug is COc1c(N2CCN[C@@H](C)C2)c(F)cc2c(=O)c(C(=O)O)cn(C3CC3)c12. The result is 0 (non-substrate). (5) The drug is CN1CCc2cccc3c2[C@@H]1Cc1ccc(O)c(O)c1-3. The result is 1 (substrate). (6) The drug is C[C@H]1O[C@@H](O[C@H]2[C@@H](O)C[C@H](O[C@H]3[C@@H](O)C[C@H](O[C@H]4CC[C@]5(C)[C@H]6CC[C@]7(C)[C@@H](C8=CC(=O)OC8)CC[C@]7(O)[C@@H]6CC[C@@H]5C4)O[C@@H]3C)O[C@@H]2C)C[C@H](O)[C@@H]1O. The result is 1 (substrate). (7) The compound is Cc1nccn1C[C@H]1CCc2c(c3ccccc3n2C)C1=O. The result is 1 (substrate). (8) The drug is C[C@]12CC[C@H]3[C@@H](CCC4=CC(=O)CC[C@@]43C)[C@@H]1CC[C@@H]2O. The result is 1 (substrate).